Dataset: Full USPTO retrosynthesis dataset with 1.9M reactions from patents (1976-2016). Task: Predict the reactants needed to synthesize the given product. (1) Given the product [CH2:10]([O:7][C@H:6]([CH3:8])[C:5]([O:4][CH3:3])=[O:9])[C:11]1[CH:16]=[CH:15][CH:14]=[CH:13][CH:12]=1, predict the reactants needed to synthesize it. The reactants are: [H-].[Na+].[CH3:3][O:4][C:5](=[O:9])[C@@H:6]([CH3:8])[OH:7].[CH2:10](Br)[C:11]1[CH:16]=[CH:15][CH:14]=[CH:13][CH:12]=1. (2) Given the product [OH:25][CH2:24][C:23]1[CH:28]=[CH:29][C:20]([CH2:19][NH:18][C:16](=[O:17])[O:15][C:11]([CH3:12])([CH3:13])[CH3:14])=[CH:21][CH:22]=1, predict the reactants needed to synthesize it. The reactants are: [H-].C([Al+]CC(C)C)C(C)C.[C:11]([O:15][C:16]([NH:18][CH2:19][C:20]1[CH:29]=[CH:28][C:23]([C:24](OC)=[O:25])=[CH:22][CH:21]=1)=[O:17])([CH3:14])([CH3:13])[CH3:12].[Cl-].[NH4+].S([O-])([O-])(=O)=O.[Mg+2]. (3) Given the product [CH2:1]([O:4][C:5]1([CH3:36])[CH2:10][CH2:9][N:8]([C:11]2[N:16]3[CH:17]=[C:18]([C:20]([OH:22])=[O:21])[N:19]=[C:15]3[CH:14]=[C:13]([CH3:25])[C:12]=2[C@H:26]([O:31][C:32]([CH3:35])([CH3:34])[CH3:33])[C:27]([O:29][CH3:30])=[O:28])[CH2:7][CH2:6]1)[CH:2]=[CH2:3], predict the reactants needed to synthesize it. The reactants are: [CH2:1]([O:4][C:5]1([CH3:36])[CH2:10][CH2:9][N:8]([C:11]2[N:16]3[CH:17]=[C:18]([C:20]([O:22]CC)=[O:21])[N:19]=[C:15]3[CH:14]=[C:13]([CH3:25])[C:12]=2[C@H:26]([O:31][C:32]([CH3:35])([CH3:34])[CH3:33])[C:27]([O:29][CH3:30])=[O:28])[CH2:7][CH2:6]1)[CH:2]=[CH2:3].[OH-].[Na+].